Task: Predict which catalyst facilitates the given reaction.. Dataset: Catalyst prediction with 721,799 reactions and 888 catalyst types from USPTO Reactant: O1CCCC1.B.[CH:7]1([NH:10][CH2:11][C:12]2[CH:13]=[C:14]3[C:18](=[CH:19][CH:20]=2)[N:17]([CH3:21])[CH:16]=[C:15]3[C:22](=O)[CH2:23][CH2:24][O:25][CH3:26])[CH2:9][CH2:8]1.[OH-].[Na+].CO. Product: [CH3:26][O:25][CH2:24][CH2:23][CH2:22][C:15]1[C:14]2[C:18](=[CH:19][CH:20]=[C:12]([CH2:11][NH:10][CH:7]3[CH2:8][CH2:9]3)[CH:13]=2)[N:17]([CH3:21])[CH:16]=1. The catalyst class is: 7.